Dataset: Reaction yield outcomes from USPTO patents with 853,638 reactions. Task: Predict the reaction yield, written as a fraction of the theoretical maximum amount of product (1.0 means a 100% yield; for example, 0.34 means a 34% yield). (1) The reactants are [Cl:1][C:2]1[CH:7]=[CH:6][C:5]([C:8]2[C:12]3[CH2:13][NH:14][CH2:15][CH2:16][C:11]=3[N:10]([CH2:17][CH:18]([OH:34])[CH2:19][N:20]3[CH2:25][CH2:24][N:23]([C:26]4[CH:33]=[CH:32][CH:31]=[CH:30][C:27]=4[C:28]#[N:29])[CH2:22][CH2:21]3)[N:9]=2)=[CH:4][C:3]=1[CH3:35].Cl[C:37](=[O:42])[C:38]([O:40][CH3:41])=[O:39].CO.C(Cl)Cl. The catalyst is C(Cl)Cl. The product is [CH3:41][O:40][C:38](=[O:39])[C:37]([N:14]1[CH2:15][CH2:16][C:11]2[N:10]([CH2:17][CH:18]([OH:34])[CH2:19][N:20]3[CH2:25][CH2:24][N:23]([C:26]4[CH:33]=[CH:32][CH:31]=[CH:30][C:27]=4[C:28]#[N:29])[CH2:22][CH2:21]3)[N:9]=[C:8]([C:5]3[CH:6]=[CH:7][C:2]([Cl:1])=[C:3]([CH3:35])[CH:4]=3)[C:12]=2[CH2:13]1)=[O:42]. The yield is 0.790. (2) The reactants are [C:1]([NH:4][C:5]1[CH:9]=[CH:8][NH:7][C:6]=1[C:10]([O:12][CH2:13][CH3:14])=[O:11])(=[O:3])[CH3:2].[Cl:15]N1C(=O)CCC1=O.O. The catalyst is C(Cl)(Cl)Cl. The product is [C:1]([NH:4][C:5]1[CH:9]=[C:8]([Cl:15])[NH:7][C:6]=1[C:10]([O:12][CH2:13][CH3:14])=[O:11])(=[O:3])[CH3:2]. The yield is 0.420. (3) The reactants are [Br:1][C:2]1[C:3](=[O:9])[NH:4][N:5]=[C:6]([Cl:8])[CH:7]=1.[H-].[Na+].I[CH3:13]. The catalyst is CN(C=O)C. The product is [Br:1][C:2]1[C:3](=[O:9])[N:4]([CH3:13])[N:5]=[C:6]([Cl:8])[CH:7]=1. The yield is 0.680.